This data is from Full USPTO retrosynthesis dataset with 1.9M reactions from patents (1976-2016). The task is: Predict the reactants needed to synthesize the given product. (1) Given the product [Cl:11][C:12]1[C:17]([O:18][CH2:19][O:20][CH3:21])=[CH:16][CH:15]=[CH:14][N:13]=1.[CH3:21][O:20][CH2:19][O:18][C:17]1[C:12]([CH2:1][CH2:2][CH3:3])=[N:13][CH:14]=[CH:15][CH:16]=1, predict the reactants needed to synthesize it. The reactants are: [CH3:1][C:2](C)([O-])[CH3:3].[K+].COCCl.[Cl:11][C:12]1[C:17]([O:18][CH2:19][O:20][CH3:21])=[CH:16][CH:15]=[CH:14][N:13]=1.C([Mg]Cl)CC. (2) Given the product [N:30]([CH2:18][C:17]1[C:12]([NH:11][CH:9]2[CH2:8][CH2:7][N:6]([C:27]([O:29][C:57]([CH3:56])([CH3:52])[CH3:34])=[O:28])[CH2:5][CH2:10]2)=[C:13]2[CH:24]=[N:23][N:22]([CH2:25][CH3:26])[C:14]2=[N:15][C:16]=1[CH2:20][CH3:21])=[N+:31]=[N-:32], predict the reactants needed to synthesize it. The reactants are: CC([CH:5]1[CH2:10][CH:9]([NH:11][C:12]2[C:17]([CH2:18]O)=[C:16]([CH2:20][CH3:21])[N:15]=[C:14]3[N:22]([CH2:25][CH3:26])[N:23]=[CH:24][C:13]=23)[CH2:8][CH2:7][N:6]1[C:27]([O-:29])=[O:28])(C)C.[N-:30]=[N+:31]=[N-:32].[Na+].[C:34](Br)(Br)(Br)Br.C1(P([C:52]2[CH:57]=[CH:56]C=CC=2)C2C=CC=CC=2)C=CC=CC=1. (3) Given the product [NH2:5][C:4]1[CH:3]=[C:2]([CH2:17][C:16]#[C:15][N:14]([CH3:18])[CH3:13])[CH:8]=[C:7]([C:9]([F:12])([F:11])[F:10])[CH:6]=1, predict the reactants needed to synthesize it. The reactants are: Br[C:2]1[CH:3]=[C:4]([CH:6]=[C:7]([C:9]([F:12])([F:11])[F:10])[CH:8]=1)[NH2:5].[CH3:13][N:14]([CH3:18])[CH2:15][C:16]#[CH:17]. (4) Given the product [N:28]([C@@H:2]1[CH2:11][CH2:10][CH2:9][C:8]2[CH:7]=[C:6]([CH:12]=[O:13])[CH:5]=[CH:4][C:3]1=2)=[N+:29]=[N-:30], predict the reactants needed to synthesize it. The reactants are: O[C@H:2]1[CH2:11][CH2:10][CH2:9][C:8]2[CH:7]=[C:6]([CH:12]=[O:13])[CH:5]=[CH:4][C:3]1=2.C1(P([N:28]=[N+:29]=[N-:30])(C2C=CC=CC=2)=O)C=CC=CC=1.N12CCCN=C1CCCCC2. (5) Given the product [ClH:44].[ClH:44].[F:40][C:36]1[CH:37]=[C:38]2[C:33](=[CH:34][CH:35]=1)[C:32]1[C:23](=[C:24]3[C:29](=[CH:30][CH:31]=1)[CH:28]=[C:27]([OH:41])[CH:26]=[CH:25]3)[CH:22]([C:19]1[CH:18]=[CH:17][C:16]([NH:7][CH2:8][CH2:9][N:10]3[CH2:11][CH2:12][CH2:13][CH2:14][CH2:15]3)=[CH:21][CH:20]=1)[O:39]2, predict the reactants needed to synthesize it. The reactants are: C(OC(=O)[N:7]([C:16]1[CH:21]=[CH:20][C:19]([CH:22]2[O:39][C:38]3[C:33](=[CH:34][CH:35]=[C:36]([F:40])[CH:37]=3)[C:32]3[C:23]2=[C:24]2[C:29](=[CH:30][CH:31]=3)[CH:28]=[C:27]([O:41]C)[CH:26]=[CH:25]2)=[CH:18][CH:17]=1)[CH2:8][CH2:9][N:10]1[CH2:15][CH2:14][CH2:13][CH2:12][CH2:11]1)(C)(C)C.[ClH:44].B(Br)(Br)Br. (6) Given the product [C:1]([O:5][C:6](=[O:21])[N:7]([C:14]1[CH:15]=[N:16][CH:17]=[CH:18][C:19]=1[C:24]1[CH:25]=[CH:26][CH:27]=[CH:28][C:23]=1[Cl:22])[CH2:8][CH2:9][S:10]([CH3:13])(=[O:12])=[O:11])([CH3:4])([CH3:3])[CH3:2], predict the reactants needed to synthesize it. The reactants are: [C:1]([O:5][C:6](=[O:21])[N:7]([C:14]1[CH:15]=[N:16][CH:17]=[CH:18][C:19]=1I)[CH2:8][CH2:9][S:10]([CH3:13])(=[O:12])=[O:11])([CH3:4])([CH3:3])[CH3:2].[Cl:22][C:23]1[CH:28]=[CH:27][CH:26]=[CH:25][C:24]=1B(O)O. (7) The reactants are: C([O:3][C:4](=[O:30])[CH2:5][C:6]1[N:14]2[C:9]([CH:10]=[C:11]([C:15]#[N:16])[CH:12]=[CH:13]2)=[C:8]([CH2:17][C:18]2[CH:27]=[CH:26][C:25]3[C:20](=[CH:21][CH:22]=[C:23]([F:28])[CH:24]=3)[N:19]=2)[C:7]=1[CH3:29])C.[OH-].[Li+]. Given the product [C:15]([C:11]1[CH:12]=[CH:13][N:14]2[C:9]([CH:10]=1)=[C:8]([CH2:17][C:18]1[CH:27]=[CH:26][C:25]3[C:20](=[CH:21][CH:22]=[C:23]([F:28])[CH:24]=3)[N:19]=1)[C:7]([CH3:29])=[C:6]2[CH2:5][C:4]([OH:30])=[O:3])#[N:16], predict the reactants needed to synthesize it. (8) Given the product [NH2:7][C:8]([CH2:16][N:17]1[C:25]2[C:20](=[C:21]([C:26]3[N:30]=[C:29]([C:31]45[CH2:40][CH:35]6[CH2:34][CH:33]([CH2:39][CH:37]([CH2:36]6)[CH2:38]4)[CH2:32]5)[O:28][N:27]=3)[CH:22]=[CH:23][CH:24]=2)[CH2:19][CH2:18]1)([CH2:13][OH:12])[CH2:9][OH:10], predict the reactants needed to synthesize it. The reactants are: C(OC(=O)[NH:7][C:8]1([CH2:16][N:17]2[C:25]3[C:20](=[C:21]([C:26]4[N:30]=[C:29]([C:31]56[CH2:40][CH:35]7[CH2:36][CH:37]([CH2:39][CH:33]([CH2:34]7)[CH2:32]5)[CH2:38]6)[O:28][N:27]=4)[CH:22]=[CH:23][CH:24]=3)[CH2:19][CH2:18]2)[CH2:13][O:12]C(C)(C)[O:10][CH2:9]1)(C)(C)C.C(OC1C=C(C2ON=C(C3C=CC=C4C=3CCN4CC3(NC(=O)OC(C)(C)C)COC(C)(C)OC3)N=2)C=CC=1OCC)C.